From a dataset of Full USPTO retrosynthesis dataset with 1.9M reactions from patents (1976-2016). Predict the reactants needed to synthesize the given product. (1) Given the product [Br:30][C:15]1[C:16](=[O:29])[N:17]([C:21]2[C:22]([F:28])=[CH:23][CH:24]=[CH:25][C:26]=2[F:27])[C:18]([CH3:20])=[CH:19][C:14]=1[O:13][CH2:12][C:11]1[CH:31]=[CH:32][C:33]([F:35])=[CH:34][C:10]=1[CH2:9][NH:8][C:47](=[O:46])[CH2:48][OH:49], predict the reactants needed to synthesize it. The reactants are: FC(F)(F)C(O)=O.[NH2:8][CH2:9][C:10]1[CH:34]=[C:33]([F:35])[CH:32]=[CH:31][C:11]=1[CH2:12][O:13][C:14]1[CH:19]=[C:18]([CH3:20])[N:17]([C:21]2[C:26]([F:27])=[CH:25][CH:24]=[CH:23][C:22]=2[F:28])[C:16](=[O:29])[C:15]=1[Br:30].C(N(CC)CC)C.C([O:46][CH2:47][C:48](Cl)=[O:49])(=O)C. (2) Given the product [N:29]1[C:24]2[NH:23][CH:22]=[CH:21][C:25]=2[C:26]([O:7][C:8]2[CH:9]=[C:10]3[C:15](=[CH:16][CH:17]=2)[C:14]([C:18]([OH:20])=[O:19])=[CH:13][CH:12]=[CH:11]3)=[N:27][CH:28]=1, predict the reactants needed to synthesize it. The reactants are: C([O-])([O-])=O.[Cs+].[Cs+].[OH:7][C:8]1[CH:9]=[C:10]2[C:15](=[CH:16][CH:17]=1)[C:14]([C:18]([OH:20])=[O:19])=[CH:13][CH:12]=[CH:11]2.[CH:21]1[C:25]2[C:26](Cl)=[N:27][CH:28]=[N:29][C:24]=2[NH:23][CH:22]=1.Cl. (3) The reactants are: [CH3:1][C:2]1[N:7]=[C:6]([N:8]2[CH2:13][CH2:12][NH:11][CH2:10][CH2:9]2)[CH:5]=[C:4]([C:14]([F:17])([F:16])[F:15])[CH:3]=1.[C:18]([O:22][C:23]([NH:25][C@@H:26]1[CH2:30][CH2:29][C@:28]([CH:34]([CH3:36])[CH3:35])([C:31](O)=[O:32])[CH2:27]1)=[O:24])([CH3:21])([CH3:20])[CH3:19].F[P-](F)(F)(F)(F)F.N1(O[P+](N(C)C)(N(C)C)N(C)C)C2C=CC=CC=2N=N1.C(N(CC)CC)C. Given the product [CH:34]([C@:28]1([C:31]([N:11]2[CH2:12][CH2:13][N:8]([C:6]3[CH:5]=[C:4]([C:14]([F:17])([F:15])[F:16])[CH:3]=[C:2]([CH3:1])[N:7]=3)[CH2:9][CH2:10]2)=[O:32])[CH2:29][CH2:30][C@@H:26]([NH:25][C:23](=[O:24])[O:22][C:18]([CH3:20])([CH3:19])[CH3:21])[CH2:27]1)([CH3:36])[CH3:35], predict the reactants needed to synthesize it. (4) Given the product [ClH:99].[CH3:1][C:2]1[CH:7]=[CH:6][N:5]=[C:4]([NH:8][C:9]2[CH:14]=[CH:13][CH:12]=[C:11]([C:15]3[O:19][C:18]([C:20]4[CH:25]=[CH:24][CH:23]=[C:22]([CH2:26][N:27]5[CH2:31][CH2:30][CH2:29][CH2:28]5)[CH:21]=4)=[N:17][CH:16]=3)[N:10]=2)[CH:3]=1, predict the reactants needed to synthesize it. The reactants are: [CH3:1][C:2]1[CH:7]=[CH:6][N:5]=[C:4]([NH:8][C:9]2[CH:14]=[CH:13][CH:12]=[C:11]([C:15]3[O:19][C:18]([C:20]4[CH:25]=[CH:24][CH:23]=[C:22]([CH2:26][N:27]5[CH2:31][CH2:30][CH2:29][CH2:28]5)[CH:21]=4)=[N:17][CH:16]=3)[N:10]=2)[CH:3]=1.CC1C=CN=C(NC2N=C(C3OC(C=CC4C=CC(C#N)=CC=4)=NC=3)C=CC=2)C=1.CC1C=CN=C(NC2C=CC=C(C3OC=NC=3)N=2)C=1.IC1C=C(C=CC=1)CN1CCCC1.O(C(C)(C)C)[Li].[ClH:99]. (5) Given the product [CH2:19]([O:18][C:16](=[O:17])[C:15]([C:13]#[N:14])=[C:10]([CH3:11])[CH2:9][C:6]1[CH:7]=[CH:8][C:3]([O:2][CH3:1])=[CH:4][CH:5]=1)[CH3:20], predict the reactants needed to synthesize it. The reactants are: [CH3:1][O:2][C:3]1[CH:8]=[CH:7][C:6]([CH2:9][C:10](=O)[CH3:11])=[CH:5][CH:4]=1.[C:13]([CH2:15][C:16]([O:18][CH2:19][CH3:20])=[O:17])#[N:14].C([O-])(=O)C.[NH4+].C(O)(=O)C. (6) Given the product [Br:1][C:2]1[CH:7]=[CH:6][CH:5]=[CH:4][C:3]=1[CH:15]([OH:14])[CH2:16][OH:18], predict the reactants needed to synthesize it. The reactants are: [Br:1][C:2]1[CH:7]=[CH:6][CH:5]=[CH:4][C:3]=1C=C.C[N+]1([O-])[CH2:16][CH2:15][O:14]CC1.[OH2:18].